Dataset: Forward reaction prediction with 1.9M reactions from USPTO patents (1976-2016). Task: Predict the product of the given reaction. Given the reactants [Cl:1][C:2]1[CH:3]=[CH:4][C:5]([O:25][CH3:26])=[C:6]([NH:8][C:9](=[O:24])[CH2:10][N:11]2[C:15]3[CH2:16][NH:17][CH2:18][CH2:19][C:14]=3[C:13]([C:20]([F:23])([F:22])[F:21])=[N:12]2)[CH:7]=1.C(N(CC)CC)C.[C:34](Cl)(=[O:36])[CH3:35], predict the reaction product. The product is: [C:34]([N:17]1[CH2:18][CH2:19][C:14]2[C:13]([C:20]([F:23])([F:22])[F:21])=[N:12][N:11]([CH2:10][C:9]([NH:8][C:6]3[CH:7]=[C:2]([Cl:1])[CH:3]=[CH:4][C:5]=3[O:25][CH3:26])=[O:24])[C:15]=2[CH2:16]1)(=[O:36])[CH3:35].